From a dataset of Ames mutagenicity test results for genotoxicity prediction. Regression/Classification. Given a drug SMILES string, predict its toxicity properties. Task type varies by dataset: regression for continuous values (e.g., LD50, hERG inhibition percentage) or binary classification for toxic/non-toxic outcomes (e.g., AMES mutagenicity, cardiotoxicity, hepatotoxicity). Dataset: ames. (1) The molecule is COC(=O)c1cc(Oc2ccc(Cl)cc2Cl)ccc1[N+](=O)[O-]. The result is 1 (mutagenic). (2) The drug is CN(C)CCNC(=O)c1ccc2c(N)c3ccccc3nc2c1. The result is 0 (non-mutagenic). (3) The molecule is CC(C)N=C=NC(C)C. The result is 0 (non-mutagenic). (4) The compound is CC12CCC3c4ccc(O)cc4CCC3C13CCC2(O)C(O)C3. The result is 0 (non-mutagenic). (5) The compound is O=C1C=CC(=O)c2ccccc21. The result is 1 (mutagenic).